From a dataset of Reaction yield outcomes from USPTO patents with 853,638 reactions. Predict the reaction yield, written as a fraction of the theoretical maximum amount of product (1.0 means a 100% yield; for example, 0.34 means a 34% yield). (1) The reactants are [CH3:1][O:2][C:3]1[CH:4]=[C:5]2[C:10](=[CH:11][CH:12]=1)[CH:9]=[C:8]([C@H:13]([CH3:16])[CH2:14][OH:15])[CH:7]=[CH:6]2.ClC(Cl)(Cl)[C:19]([N:21]=C=O)=[O:20].CO.C(=O)([O-])[O-].[K+].[K+]. The yield is 0.570. The product is [CH3:1][O:2][C:3]1[CH:4]=[C:5]2[C:10](=[CH:11][CH:12]=1)[CH:9]=[C:8]([C@H:13]([CH3:16])[CH2:14][O:15][C:19](=[O:20])[NH2:21])[CH:7]=[CH:6]2. The catalyst is C(Cl)Cl.O. (2) The reactants are [NH:1]1[C:5]2[CH:6]=[CH:7][CH:8]=[CH:9][C:4]=2[N:3]=[C:2]1[C:10]1[CH:11]=[C:12]([NH:17][C:18](=[O:27])[C:19]2[CH:24]=[CH:23][C:22](Br)=[N:21][C:20]=2[CH3:26])[CH:13]=[CH:14][C:15]=1[Cl:16].[NH2:28][CH2:29][CH:30]1[CH2:35][CH2:34][N:33]([C:36]([O:38][C:39]([CH3:42])([CH3:41])[CH3:40])=[O:37])[CH2:32][CH2:31]1.C([O-])([O-])=O.[K+].[K+]. No catalyst specified. The product is [NH:1]1[C:5]2[CH:6]=[CH:7][CH:8]=[CH:9][C:4]=2[N:3]=[C:2]1[C:10]1[CH:11]=[C:12]([NH:17][C:18]([C:19]2[CH:24]=[CH:23][C:22]([NH:28][CH2:29][CH:30]3[CH2:35][CH2:34][N:33]([C:36]([O:38][C:39]([CH3:42])([CH3:41])[CH3:40])=[O:37])[CH2:32][CH2:31]3)=[N:21][C:20]=2[CH3:26])=[O:27])[CH:13]=[CH:14][C:15]=1[Cl:16]. The yield is 0.380. (3) The reactants are C(OC(=O)[NH:7][C:8]1[C:9]([C:13]2[CH:18]=[CH:17][C:16]([O:19][CH2:20][C:21]3[CH:22]=[N:23][CH:24]=[CH:25][CH:26]=3)=[CH:15][CH:14]=2)=[N:10][O:11][CH:12]=1)(C)(C)C.Cl.C([O-])(O)=O.[Na+]. The catalyst is O1CCOCC1. The product is [N:23]1[CH:24]=[CH:25][CH:26]=[C:21]([CH2:20][O:19][C:16]2[CH:17]=[CH:18][C:13]([C:9]3[C:8]([NH2:7])=[CH:12][O:11][N:10]=3)=[CH:14][CH:15]=2)[CH:22]=1. The yield is 0.0670. (4) The reactants are C(N(CC)CC)C.[CH2:8]([N:10]=[C:11]=[O:12])[CH3:9].[Cl:13][C:14]1[CH:19]=[CH:18][C:17]([O:20][C:21]2[CH:25]=[C:24]([CH3:26])[NH:23][N:22]=2)=[CH:16][C:15]=1[C:27]([F:30])([F:29])[F:28].Cl. The catalyst is C(OCC)(=O)C. The product is [CH2:8]([NH:10][C:11]([N:23]1[C:24]([CH3:26])=[CH:25][C:21]([O:20][C:17]2[CH:18]=[CH:19][C:14]([Cl:13])=[C:15]([C:27]([F:30])([F:28])[F:29])[CH:16]=2)=[N:22]1)=[O:12])[CH3:9]. The yield is 0.801. (5) The reactants are [O:1]=[C:2]1[C:10](=[O:11])[C:9]2[C:4](=[CH:5][CH:6]=[C:7]([S:12](Cl)(=[O:14])=[O:13])[CH:8]=2)[NH:3]1.[Na].[NH:17]1C2[C:22](=CC(S(O)(=O)=O)=CC=2)[C:20](=O)[C:18]1=O.O=P(Cl)(Cl)Cl.CCN(C(C)C)C(C)C.C(N)CC. The catalyst is C1COCC1.C(OCC)(=O)C. The product is [CH2:18]([NH:17][S:12]([C:7]1[CH:8]=[C:9]2[C:4](=[CH:5][CH:6]=1)[NH:3][C:2](=[O:1])[C:10]2=[O:11])(=[O:14])=[O:13])[CH2:20][CH3:22]. The yield is 0.600. (6) The reactants are CCN(C(C)C)C(C)C.[F:10][C:11]1[CH:16]=[CH:15][CH:14]=[CH:13][C:12]=1[C:17]1[CH:22]=[CH:21][C:20]([C:23]([OH:25])=O)=[CH:19][CH:18]=1.C1C=CC2N(O)N=NC=2C=1.CCN=C=NCCCN(C)C.Cl.[NH2:48][CH2:49][C:50]([N:52]1[CH2:57][CH2:56][N:55]([C:58](=[O:69])[C:59]2[CH:64]=[CH:63][CH:62]=[CH:61][C:60]=2[C:65]([F:68])([F:67])[F:66])[CH2:54][CH2:53]1)=[O:51]. The catalyst is CN(C=O)C.O. The product is [O:51]=[C:50]([N:52]1[CH2:53][CH2:54][N:55]([C:58](=[O:69])[C:59]2[CH:64]=[CH:63][CH:62]=[CH:61][C:60]=2[C:65]([F:68])([F:67])[F:66])[CH2:56][CH2:57]1)[CH2:49][NH:48][C:23]([C:20]1[CH:19]=[CH:18][C:17]([C:12]2[CH:13]=[CH:14][CH:15]=[CH:16][C:11]=2[F:10])=[CH:22][CH:21]=1)=[O:25]. The yield is 0.368. (7) The reactants are [CH3:1][O:2][C:3]1[CH:8]=[CH:7][CH:6]=[CH:5][C:4]=1[CH:9]=[CH:10][C:11]([NH:13][C@H:14]([C:25]([O:27]C)=[O:26])[CH2:15][C:16]1[C:24]2[C:19](=[CH:20][CH:21]=[CH:22][CH:23]=2)[NH:18][CH:17]=1)=[O:12].[OH-].[Na+:30]. The catalyst is CO. The product is [CH3:1][O:2][C:3]1[CH:8]=[CH:7][CH:6]=[CH:5][C:4]=1[CH:9]=[CH:10][C:11]([NH:13][C@H:14]([C:25]([O-:27])=[O:26])[CH2:15][C:16]1[C:24]2[C:19](=[CH:20][CH:21]=[CH:22][CH:23]=2)[NH:18][CH:17]=1)=[O:12].[Na+:30]. The yield is 0.550. (8) The catalyst is C(OCC)(=O)C.C([O-])(=O)C.[Cu+2].C([O-])(=O)C.ClCCl. The reactants are [CH2:1]([C:3]1[NH:4][C:5](=[O:27])[C:6]([CH2:12][C:13]2[CH:18]=[CH:17][C:16]([C:19]3[C:20]([C:25]#[N:26])=[CH:21][CH:22]=[CH:23][CH:24]=3)=[CH:15][CH:14]=2)=[C:7]([CH2:9][CH2:10][CH3:11])[N:8]=1)[CH3:2].[O:28]1[C:32]2[CH:33]=[CH:34][C:35](B(O)O)=[CH:36][C:31]=2[CH2:30][CH2:29]1.N1C=CC=CC=1.C(N(CC)CC)C. The product is [O:28]1[C:32]2[CH:33]=[CH:34][C:35]([N:4]3[C:5](=[O:27])[C:6]([CH2:12][C:13]4[CH:18]=[CH:17][C:16]([C:19]5[C:20]([C:25]#[N:26])=[CH:21][CH:22]=[CH:23][CH:24]=5)=[CH:15][CH:14]=4)=[C:7]([CH2:9][CH2:10][CH3:11])[N:8]=[C:3]3[CH2:1][CH3:2])=[CH:36][C:31]=2[CH2:30][CH2:29]1. The yield is 1.00. (9) The reactants are [Cl:1][C:2]1[CH:3]=[C:4]([CH2:9][N:10]2[CH:14]=[C:13]([C:15]([OH:17])=O)[CH:12]=[N:11]2)[CH:5]=[CH:6][C:7]=1[Cl:8].Cl.CN(C)CCCN=C=NCC.O.ON1C2C=CC=CC=2N=N1.C(N(CC)CC)C.[NH2:48][C:49]1[CH:50]=[C:51]2[C:56](=[CH:57][CH:58]=1)[CH2:55][N:54]([C:59]([O:61][C:62]([CH3:65])([CH3:64])[CH3:63])=[O:60])[CH2:53][CH2:52]2. The catalyst is C(Cl)Cl. The product is [Cl:1][C:2]1[CH:3]=[C:4]([CH2:9][N:10]2[CH:14]=[C:13]([C:15]([NH:48][C:49]3[CH:50]=[C:51]4[C:56](=[CH:57][CH:58]=3)[CH2:55][N:54]([C:59]([O:61][C:62]([CH3:65])([CH3:64])[CH3:63])=[O:60])[CH2:53][CH2:52]4)=[O:17])[CH:12]=[N:11]2)[CH:5]=[CH:6][C:7]=1[Cl:8]. The yield is 0.750. (10) The reactants are [NH:1]1[CH:5]=[N:4][C:3]([NH2:6])=[N:2]1.O=[C:8]1[CH2:13][CH2:12][CH:11]([C:14]([O:16][CH2:17][CH3:18])=[O:15])[CH2:10][CH2:9]1.C([BH3-])#N.[Na+].O. The yield is 0.400. The catalyst is C(O)(=O)C. The product is [N:1]1[N:2]=[C:3]([NH:6][CH:8]2[CH2:13][CH2:12][CH:11]([C:14]([O:16][CH2:17][CH3:18])=[O:15])[CH2:10][CH2:9]2)[NH:4][CH:5]=1.